From a dataset of Reaction yield outcomes from USPTO patents with 853,638 reactions. Predict the reaction yield, written as a fraction of the theoretical maximum amount of product (1.0 means a 100% yield; for example, 0.34 means a 34% yield). (1) The reactants are C1CO[C:8]23OCCO[C:3]2([C@:4]2([CH2:27][CH2:26][C@H:25]4[C@@H:15]([CH2:16][C@@H:17]([CH2:28][OH:29])[CH:18]5[C@:23]4([CH3:24])[CH2:22][CH2:21][CH2:20][CH2:19]5)[C@@H:6]2[CH2:7]3)[CH3:5])[O:2]1.C([C@@H]1C2[C@](C)(CCC(=[O:50])C2)[C@@H]2[C@H]([C@H]3[C@@](CC2)(C)C(=O)CC3)C1)#N. No catalyst specified. The product is [OH:29][CH2:28][C@H:17]1[CH:18]2[C@:23]([CH3:24])([CH2:22][CH2:21][C:20](=[O:50])[CH2:19]2)[C@@H:25]2[C@H:15]([C@H:6]3[C@@:4]([CH2:27][CH2:26]2)([CH3:5])[C:3](=[O:2])[CH2:8][CH2:7]3)[CH2:16]1. The yield is 0.850. (2) The reactants are [NH2:1][C:2]1[C:9](Br)=[CH:8][C:7]([N+:11]([O-:13])=[O:12])=[CH:6][C:3]=1[C:4]#[N:5].[CH3:14][C:15]([CH3:19])([CH3:18])[C:16]#[CH:17]. The catalyst is CCN(CC)CC.[Cu]I.Cl[Pd](Cl)([P](C1C=CC=CC=1)(C1C=CC=CC=1)C1C=CC=CC=1)[P](C1C=CC=CC=1)(C1C=CC=CC=1)C1C=CC=CC=1. The product is [NH2:1][C:2]1[C:9]([C:17]#[C:16][C:15]([CH3:19])([CH3:18])[CH3:14])=[CH:8][C:7]([N+:11]([O-:13])=[O:12])=[CH:6][C:3]=1[C:4]#[N:5]. The yield is 0.710. (3) The reactants are O[CH2:15][C:10]1[C:11]([C:9]2[CH:14]=[CH:13][CH:12]=[CH:11][C:10]=2[CH3:15])=[CH:12][CH:13]=[C:14]([C:9]2[CH:14]=[CH:13][CH:12]=[CH:11][C:10]=2[CH3:15])[C:9]=1CO. The catalyst is C(Cl)(Cl)Cl. The product is [CH3:15][C:10]1[CH:11]=[CH:12][CH:13]=[C:14]2[C:9]=1[C:12]1=[CH:13][CH:14]=[C:9]3[C:10]([C:11]1=[CH:9]2)=[CH:15][C:12]1[C:11]3=[C:10]([CH3:15])[CH:9]=[CH:14][CH:13]=1. The yield is 0.540. (4) The reactants are [I-].[CH3:2][S+](C)(C)=O.[H-].[Na+].[O:9]=[C:10]1[CH2:15][CH2:14][N:13]([C:16]([O:18][C:19]([CH3:22])([CH3:21])[CH3:20])=[O:17])[CH2:12][CH2:11]1. The catalyst is CS(C)=O. The product is [O:9]1[C:10]2([CH2:11][CH2:12][N:13]([C:16]([O:18][C:19]([CH3:22])([CH3:21])[CH3:20])=[O:17])[CH2:14][CH2:15]2)[CH2:2]1. The yield is 0.560. (5) The reactants are [C:1]([Si:5]([O:8][C:9]1[CH:14]=[CH:13][CH:12]=[CH:11][C:10]=1[CH2:15][CH:16]=[CH2:17])([CH3:7])[CH3:6])([CH3:4])([CH3:3])[CH3:2].[CH:18]([C:20](C)=[O:21])=C. No catalyst specified. The product is [Si:5]([O:8][C:9]1[CH:14]=[CH:13][CH:12]=[CH:11][C:10]=1[CH2:15]/[CH:16]=[CH:17]/[C:20](=[O:21])[CH3:18])([C:1]([CH3:4])([CH3:3])[CH3:2])([CH3:7])[CH3:6]. The yield is 0.740. (6) The reactants are C([O:5][NH:6][C:7]([C:9]1[C:14]([NH:15][C:16]2[CH:21]=[CH:20][C:19]([Br:22])=[CH:18][C:17]=2[F:23])=[C:13]([F:24])[C:12](=[O:25])[N:11]([CH3:26])[CH:10]=1)=[O:8])(C)(C)C.C(O)(C(F)(F)F)=O. No catalyst specified. The product is [OH:5][NH:6][C:7]([C:9]1[C:14]([NH:15][C:16]2[CH:21]=[CH:20][C:19]([Br:22])=[CH:18][C:17]=2[F:23])=[C:13]([F:24])[C:12](=[O:25])[N:11]([CH3:26])[CH:10]=1)=[O:8]. The yield is 0.330. (7) The reactants are Br[C:2]1[CH:7]=[CH:6][N:5]2[CH:8]=[C:9]([C:11]3[CH:12]=[C:13]([CH3:17])[CH:14]=[CH:15][CH:16]=3)[N:10]=[C:4]2[CH:3]=1.Cl.[CH3:19][O:20][C@H:21]1[CH2:25][CH2:24][NH:23][CH2:22]1. No catalyst specified. The product is [CH3:19][O:20][C@H:21]1[CH2:25][CH2:24][N:23]([C:2]2[CH:7]=[CH:6][N:5]3[CH:8]=[C:9]([C:11]4[CH:12]=[C:13]([CH3:17])[CH:14]=[CH:15][CH:16]=4)[N:10]=[C:4]3[CH:3]=2)[CH2:22]1. The yield is 0.0700.